This data is from Reaction yield outcomes from USPTO patents with 853,638 reactions. The task is: Predict the reaction yield, written as a fraction of the theoretical maximum amount of product (1.0 means a 100% yield; for example, 0.34 means a 34% yield). (1) The reactants are [C:1]([O:5][C:6](=[O:9])[CH2:7][NH2:8])([CH3:4])([CH3:3])[CH3:2].[CH3:10][O:11][CH2:12][C:13]([CH3:18])([CH3:17])[CH2:14][CH:15]=O. The catalyst is C(Cl)Cl. The product is [C:1]([O:5][C:6](=[O:9])[CH2:7]/[N:8]=[CH:15]/[CH2:14][C:13]([CH3:18])([CH3:17])[CH2:12][O:11][CH3:10])([CH3:4])([CH3:3])[CH3:2]. The yield is 1.00. (2) The reactants are [CH:1]([CH:3]([CH2:8][C:9]1[CH:10]=[N:11][N:12]([CH3:14])[CH:13]=1)[C:4]([O:6]C)=O)=O.C([O-])([O-])=O.[K+].[K+].[Cl:21][C:22]1[CH:27]=[CH:26][C:25]([O:28][C:29]2[CH:34]=[CH:33][C:32]([CH2:35][CH2:36][N:37]([CH3:41])[C:38]([NH2:40])=[NH:39])=[CH:31][CH:30]=2)=[CH:24][C:23]=1[C:42]([F:45])([F:44])[F:43]. The yield is 0.205. The product is [Cl:21][C:22]1[CH:27]=[CH:26][C:25]([O:28][C:29]2[CH:34]=[CH:33][C:32]([CH2:35][CH2:36][N:37]([CH3:41])[C:38]3[NH:40][CH:1]=[C:3]([CH2:8][C:9]4[CH:10]=[N:11][N:12]([CH3:14])[CH:13]=4)[C:4](=[O:6])[N:39]=3)=[CH:31][CH:30]=2)=[CH:24][C:23]=1[C:42]([F:43])([F:44])[F:45]. The catalyst is CN1C(=O)CCC1. (3) The reactants are [Si:1](Cl)([C:4]([CH3:7])([CH3:6])[CH3:5])([CH3:3])[CH3:2].[CH2:9]([O:11][C:12]([C@@:14]1([NH:19][C:20]([N:22]2[CH2:26][C@H:25]([OH:27])[CH2:24][C@H:23]2[C:28](=[O:37])[N:29]([CH2:31][CH2:32][CH2:33][CH2:34][CH:35]=[CH2:36])[CH3:30])=[O:21])[CH2:16][C@@H:15]1[CH:17]=[CH2:18])=[O:13])[CH3:10]. The catalyst is C(Cl)Cl. The product is [CH2:9]([O:11][C:12]([C@@:14]1([NH:19][C:20]([N:22]2[CH2:26][C@H:25]([O:27][Si:1]([C:4]([CH3:7])([CH3:6])[CH3:5])([CH3:3])[CH3:2])[CH2:24][C@H:23]2[C:28](=[O:37])[N:29]([CH2:31][CH2:32][CH2:33][CH2:34][CH:35]=[CH2:36])[CH3:30])=[O:21])[CH2:16][C@@H:15]1[CH:17]=[CH2:18])=[O:13])[CH3:10]. The yield is 0.700. (4) The reactants are [CH2:1](Br)[C:2]1[CH:7]=[CH:6][CH:5]=[CH:4][CH:3]=1.Br[C:10]1[CH:15]=[CH:14][C:13]([CH:16]2[O:20][CH2:19][CH2:18][O:17]2)=[CH:12][N:11]=1. The catalyst is [Zn].[Ni](Cl)Cl.C1(P(C2C=CC=CC=2)C2C=CC=CC=2)C=CC=CC=1.C1(P(C2C=CC=CC=2)C2C=CC=CC=2)C=CC=CC=1.O1CCCC1. The product is [CH2:1]([C:10]1[CH:15]=[CH:14][C:13]([CH:16]2[O:17][CH2:18][CH2:19][O:20]2)=[CH:12][N:11]=1)[C:2]1[CH:7]=[CH:6][CH:5]=[CH:4][CH:3]=1. The yield is 0.620. (5) The reactants are [C:1]([O:5][C:6]([N:8]1[CH2:13][CH2:12][CH:11]([O:14][C:15]2[CH:20]=[CH:19][C:18]([C:21]3[S:25][C:24]4=[N:26][CH:27]=[C:28](I)[N:23]4[N:22]=3)=[CH:17][C:16]=2[O:30][CH3:31])[CH2:10][CH2:9]1)=[O:7])([CH3:4])([CH3:3])[CH3:2].[CH3:32][O:33][C:34]1[CH:39]=[CH:38][C:37](B(O)O)=[CH:36][N:35]=1.CCN(CC)CC. The catalyst is Cl[Pd](Cl)([P](C1C=CC=CC=1)(C1C=CC=CC=1)C1C=CC=CC=1)[P](C1C=CC=CC=1)(C1C=CC=CC=1)C1C=CC=CC=1.CCO. The product is [C:1]([O:5][C:6]([N:8]1[CH2:13][CH2:12][CH:11]([O:14][C:15]2[CH:20]=[CH:19][C:18]([C:21]3[S:25][C:24]4=[N:26][CH:27]=[C:28]([C:37]5[CH:36]=[N:35][C:34]([O:33][CH3:32])=[CH:39][CH:38]=5)[N:23]4[N:22]=3)=[CH:17][C:16]=2[O:30][CH3:31])[CH2:10][CH2:9]1)=[O:7])([CH3:4])([CH3:3])[CH3:2]. The yield is 0.130. (6) The reactants are Cl[C:2]1[CH:3]=[CH:4][C:5]2[O:14][CH2:13][CH2:12][C:11]3[CH:10]=[C:9]([C:15]4[N:16]([C:20]5[CH:25]=[CH:24][C:23]([F:26])=[CH:22][C:21]=5[F:27])[N:17]=[CH:18][N:19]=4)[S:8][C:7]=3[C:6]=2[N:28]=1.[F:29][C:30]([F:39])([F:38])[CH2:31][N:32]1[CH2:37][CH2:36][NH:35][CH2:34][CH2:33]1.CC(C1C=C(C(C)C)C(C2C=CC=CC=2P(C2CCCCC2)C2CCCCC2)=C(C(C)C)C=1)C.CC(C)([O-])C. The catalyst is O1CCOCC1.CC([O-])=O.CC([O-])=O.[Pd+2]. The product is [F:27][C:21]1[CH:22]=[C:23]([F:26])[CH:24]=[CH:25][C:20]=1[N:16]1[C:15]([C:9]2[S:8][C:7]3[C:6]4[N:28]=[C:2]([N:35]5[CH2:34][CH2:33][N:32]([CH2:31][C:30]([F:38])([F:39])[F:29])[CH2:37][CH2:36]5)[CH:3]=[CH:4][C:5]=4[O:14][CH2:13][CH2:12][C:11]=3[CH:10]=2)=[N:19][CH:18]=[N:17]1. The yield is 0.280. (7) The reactants are [CH:1]1[CH:6]=[C:5]2[C:7]([NH:9][C:10]([NH:12][C:4]2=[CH:3][CH:2]=1)=[O:11])=[O:8].[CH:13]([CH:15]=[CH2:16])=[O:14]. The catalyst is CO.C(OCC)(=O)C.O. The product is [O:11]=[C:10]1[N:9]([CH2:16][CH2:15][CH:13]=[O:14])[C:7](=[O:8])[C:5]2[C:4](=[CH:3][CH:2]=[CH:1][CH:6]=2)[NH:12]1. The yield is 0.590.